This data is from Peptide-MHC class I binding affinity with 185,985 pairs from IEDB/IMGT. The task is: Regression. Given a peptide amino acid sequence and an MHC pseudo amino acid sequence, predict their binding affinity value. This is MHC class I binding data. (1) The peptide sequence is WLDSVIQYL. The MHC is HLA-A02:16 with pseudo-sequence HLA-A02:16. The binding affinity (normalized) is 1.00. (2) The peptide sequence is ADAGFMKQY. The MHC is HLA-A29:02 with pseudo-sequence HLA-A29:02. The binding affinity (normalized) is 0.109. (3) The peptide sequence is SEIDLILGY. The MHC is Mamu-B08 with pseudo-sequence Mamu-B08. The binding affinity (normalized) is 0. (4) The peptide sequence is QFIHFYREPV. The MHC is HLA-A29:02 with pseudo-sequence HLA-A29:02. The binding affinity (normalized) is 0.0218.